This data is from Reaction yield outcomes from USPTO patents with 853,638 reactions. The task is: Predict the reaction yield, written as a fraction of the theoretical maximum amount of product (1.0 means a 100% yield; for example, 0.34 means a 34% yield). (1) The reactants are [CH:1]([NH:4][C:5]1[C:14]([CH:15]=[O:16])=[CH:13][C:12]2[C:7](=[CH:8][CH:9]=[C:10]([O:17][CH3:18])[CH:11]=2)[N:6]=1)([CH3:3])[CH3:2].[BH4-].[Na+]. The catalyst is C1COCC1. The product is [CH:1]([NH:4][C:5]1[C:14]([CH2:15][OH:16])=[CH:13][C:12]2[C:7](=[CH:8][CH:9]=[C:10]([O:17][CH3:18])[CH:11]=2)[N:6]=1)([CH3:3])[CH3:2]. The yield is 0.930. (2) The product is [F:1][C:2]1[C:12]([NH:13][CH2:14][C:15]2[CH:20]=[C:19]([OH:21])[CH:18]=[C:17]([C:23]3[CH:28]=[CH:27][CH:26]=[C:25]([F:29])[CH:24]=3)[C:16]=2[F:30])=[C:11]([F:31])[CH:10]=[CH:9][C:3]=1[O:4][CH2:5][C:6]([O:8][CH2:36][CH3:37])=[O:7]. The reactants are [F:1][C:2]1[C:12]([NH:13][CH2:14][C:15]2[CH:20]=[C:19]([O:21]C)[CH:18]=[C:17]([C:23]3[CH:28]=[CH:27][CH:26]=[C:25]([F:29])[CH:24]=3)[C:16]=2[F:30])=[C:11]([F:31])[CH:10]=[CH:9][C:3]=1[O:4][CH2:5][C:6]([O-:8])=[O:7].[Al+3].[Cl-].[Cl-].[Cl-].[CH2:36](S)[CH3:37].O. The yield is 0.820. The catalyst is C(Cl)Cl. (3) The reactants are [C:1]1([NH:7][C:8]2[C:13]([C:14](=[O:16])[CH3:15])=[CH:12][CH:11]=[C:10]([C:17]([F:20])([F:19])[F:18])[N:9]=2)[CH:6]=[CH:5][CH:4]=[CH:3][CH:2]=1.[CH:21]([C:23]1[CH:32]=[CH:31][C:26]([C:27]([O:29][CH3:30])=[O:28])=[CH:25][CH:24]=1)=O.C[O-].[Na+].Cl. The catalyst is CO.O. The product is [CH3:30][O:29][C:27](=[O:28])[C:26]1[CH:31]=[CH:32][C:23](/[CH:21]=[CH:15]/[C:14](=[O:16])[C:13]2[C:8]([NH:7][C:1]3[CH:2]=[CH:3][CH:4]=[CH:5][CH:6]=3)=[N:9][C:10]([C:17]([F:20])([F:18])[F:19])=[CH:11][CH:12]=2)=[CH:24][CH:25]=1. The yield is 0.620. (4) The reactants are [Si:1]([O:8][CH2:9][C:10]1[NH:11][C:12](=[O:20])[C:13]2[N:14]([CH:16]=[CH:17][C:18]=2[CH3:19])[CH:15]=1)([C:4]([CH3:7])([CH3:6])[CH3:5])([CH3:3])[CH3:2].[C:21]1(B(O)O)[CH:26]=[CH:25][CH:24]=[CH:23][CH:22]=1.N1C=CC=CC=1. The catalyst is C(Cl)Cl.C(O[Cu]OC(=O)C)(=O)C. The product is [Si:1]([O:8][CH2:9][C:10]1[N:11]([C:21]2[CH:26]=[CH:25][CH:24]=[CH:23][CH:22]=2)[C:12](=[O:20])[C:13]2[N:14]([CH:16]=[CH:17][C:18]=2[CH3:19])[CH:15]=1)([C:4]([CH3:7])([CH3:6])[CH3:5])([CH3:3])[CH3:2]. The yield is 0.730. (5) The reactants are [Cl:1][C:2]1[N:7]=[C:6]([NH2:8])[CH:5]=[CH:4][CH:3]=1.[Br:9]Br. The catalyst is C(Cl)(Cl)Cl. The product is [Br:9][C:5]1[C:6]([NH2:8])=[N:7][C:2]([Cl:1])=[CH:3][CH:4]=1. The yield is 0.170. (6) The reactants are [Cl:1][C:2]1[N:3]=[C:4](Cl)[C:5]2[CH2:10][CH2:9][CH:8]([C:11]3[CH:16]=[CH:15][C:14]([F:17])=[CH:13][C:12]=3[F:18])[C:6]=2[N:7]=1.C(N(C(C)C)CC)(C)C.[CH3:29][C:30]1[N:34]=[CH:33][N:32]([C:35]2[CH:47]=[CH:46][C:45]([N+:48]([O-:50])=[O:49])=[CH:44][C:36]=2[O:37][CH2:38][CH2:39][CH2:40][CH:41]([NH2:43])[CH3:42])[N:31]=1. The catalyst is C(#N)C. The product is [Cl:1][C:2]1[N:3]=[C:4]([NH:43][CH:41]([CH2:40][CH2:39][CH2:38][O:37][C:36]2[CH:44]=[C:45]([N+:48]([O-:50])=[O:49])[CH:46]=[CH:47][C:35]=2[N:32]2[CH:33]=[N:34][C:30]([CH3:29])=[N:31]2)[CH3:42])[C:5]2[CH2:10][CH2:9][CH:8]([C:11]3[CH:16]=[CH:15][C:14]([F:17])=[CH:13][C:12]=3[F:18])[C:6]=2[N:7]=1. The yield is 0.378. (7) The reactants are C([N:8]1[C:12]([C:13]([OH:15])=[O:14])=[CH:11][C:10]([C:16]([F:19])([F:18])[F:17])=[N:9]1)C1C=CC=CC=1.[Na]. The catalyst is N. The product is [F:19][C:16]([F:17])([F:18])[C:10]1[CH:11]=[C:12]([C:13]([OH:15])=[O:14])[NH:8][N:9]=1. The yield is 0.840.